The task is: Regression/Classification. Given a drug SMILES string, predict its toxicity properties. Task type varies by dataset: regression for continuous values (e.g., LD50, hERG inhibition percentage) or binary classification for toxic/non-toxic outcomes (e.g., AMES mutagenicity, cardiotoxicity, hepatotoxicity). Dataset: ld50_zhu.. This data is from Acute oral toxicity (LD50) regression data from Zhu et al.. (1) The molecule is C#CC1(O)CCCCC1. The rat oral LD50 is 2.32, given as -log10 of the dose in mol/kg body weight (higher means more acutely toxic). (2) The compound is C#CCOC(=O)CCCCC(=O)OCC#C. The rat oral LD50 is 3.05, given as -log10 of the dose in mol/kg body weight (higher means more acutely toxic). (3) The compound is CCCCCCCCCCCCCCCCCC1=NCCN1. The rat oral LD50 is 1.99, given as -log10 of the dose in mol/kg body weight (higher means more acutely toxic).